Predict the reactants needed to synthesize the given product. From a dataset of Full USPTO retrosynthesis dataset with 1.9M reactions from patents (1976-2016). (1) Given the product [C:28]([OH:35])(=[O:34])/[CH:29]=[CH:30]/[C:31]([OH:33])=[O:32].[CH2:1]1[CH:10]2[CH:4]([CH2:5][CH2:6][CH2:7][CH2:8][CH2:9]2)[CH2:3][CH:2]1[N:11]1[CH2:27][CH2:26][C:14]2([N:18]([C:19]3[CH:24]=[CH:23][CH:22]=[CH:21][CH:20]=3)[CH2:17][CH2:16][C:15]2=[O:25])[CH2:13][CH2:12]1, predict the reactants needed to synthesize it. The reactants are: [CH2:1]1[CH:10]2[CH:4]([CH2:5][CH2:6][CH2:7][CH2:8][CH2:9]2)[CH2:3][CH:2]1[N:11]1[CH2:27][CH2:26][C:14]2([N:18]([C:19]3[CH:24]=[CH:23][CH:22]=[CH:21][CH:20]=3)[CH2:17][CH2:16][CH:15]2[OH:25])[CH2:13][CH2:12]1.[C:28]([O-:35])(=[O:34])/[CH:29]=[CH:30]/[C:31]([O-:33])=[O:32].C(O)(=O)/C=C/C(O)=O. (2) Given the product [F:25][C:10]([F:9])([F:24])[C:11]1[C:12]([N:4]2[CH2:1][CH:3]=[C:31]([C:26]([O:55][CH3:54])=[O:57])[CH2:7][CH2:5]2)=[N:13][CH:14]=[CH:15][CH:16]=1, predict the reactants needed to synthesize it. The reactants are: [CH:1]([N-:4][CH:5]([CH3:7])C)([CH3:3])C.[Li+].[F:9][C:10]([F:25])([F:24])[C:11]1[C:12](N2CCC(=O)CC2)=[N:13][CH:14]=[CH:15][CH:16]=1.[C:26]1(N(S(C(F)(F)F)(=O)=O)S(C(F)(F)F)(=O)=O)[CH:31]=CC=CC=1.C(N(CC)CC)C.[CH3:54][OH:55].[C]=[O:57]. (3) The reactants are: [CH3:1][CH:2]1[NH:7][CH2:6][CH2:5][N:4]([C:8]2[CH:18]=[CH:17][C:11]([C:12]([O:14][CH2:15][CH3:16])=[O:13])=[CH:10][CH:9]=2)[CH2:3]1.Br[CH2:20][CH2:21][F:22].C([O-])([O-])=O.[Na+].[Na+]. Given the product [F:22][CH2:21][CH2:20][N:7]1[CH2:6][CH2:5][N:4]([C:8]2[CH:18]=[CH:17][C:11]([C:12]([O:14][CH2:15][CH3:16])=[O:13])=[CH:10][CH:9]=2)[CH2:3][CH:2]1[CH3:1], predict the reactants needed to synthesize it. (4) The reactants are: C([O:5][C:6]([CH:8]1[CH:12]([C:13]2[CH:18]=[CH:17][CH:16]=[C:15]([Cl:19])[CH:14]=2)[C:11]([C:22]2[CH:27]=[CH:26][C:25]([Cl:28])=[CH:24][C:23]=2[F:29])([C:20]#[N:21])[CH:10]([CH2:30][C:31]([CH3:34])([CH3:33])[CH3:32])[NH:9]1)=[O:7])(C)(C)C.[F:35][C:36]([F:41])([F:40])[C:37]([OH:39])=[O:38]. Given the product [F:35][C:36]([F:41])([F:40])[C:37]([OH:39])=[O:38].[Cl:28][C:25]1[CH:26]=[CH:27][C:22]([C:11]2([C:20]#[N:21])[CH:10]([CH2:30][C:31]([CH3:34])([CH3:33])[CH3:32])[NH:9][CH:8]([C:6]([OH:7])=[O:5])[CH:12]2[C:13]2[CH:18]=[CH:17][CH:16]=[C:15]([Cl:19])[CH:14]=2)=[C:23]([F:29])[CH:24]=1, predict the reactants needed to synthesize it.